From a dataset of Catalyst prediction with 721,799 reactions and 888 catalyst types from USPTO. Predict which catalyst facilitates the given reaction. (1) Reactant: [OH:1][C:2]1[CH:10]=[CH:9][C:5]([C:6]([NH2:8])=[O:7])=[CH:4][CH:3]=1.Cl[CH2:12][C:13](=O)[CH2:14][C:15]([O:17][CH2:18][CH3:19])=[O:16]. Product: [CH2:18]([O:17][C:15](=[O:16])[CH2:14][C:13]1[N:8]=[C:6]([C:5]2[CH:9]=[CH:10][C:2]([OH:1])=[CH:3][CH:4]=2)[O:7][CH:12]=1)[CH3:19]. The catalyst class is: 5. (2) Reactant: [C:1]12([NH:6][C:7]([C:9]3[CH:10]=[C:11]([C:15]4[C:16]([CH2:35][C:36]([O:38]C)=[O:37])=[CH:17][C:18]5[O:22][C:21]([C:23]6[CH:28]=[CH:27][C:26]([F:29])=[CH:25][CH:24]=6)=[C:20]([C:30](=[O:33])[NH:31][CH3:32])[C:19]=5[CH:34]=4)[CH:12]=[CH:13][CH:14]=3)=[O:8])[CH2:5][CH:3]([CH2:4]1)[CH2:2]2.[OH-].[Na+]. Product: [C:1]12([NH:6][C:7]([C:9]3[CH:10]=[C:11]([C:15]4[C:16]([CH2:35][C:36]([OH:38])=[O:37])=[CH:17][C:18]5[O:22][C:21]([C:23]6[CH:28]=[CH:27][C:26]([F:29])=[CH:25][CH:24]=6)=[C:20]([C:30](=[O:33])[NH:31][CH3:32])[C:19]=5[CH:34]=4)[CH:12]=[CH:13][CH:14]=3)=[O:8])[CH2:5][CH:3]([CH2:2]1)[CH2:4]2. The catalyst class is: 36. (3) The catalyst class is: 29. Product: [CH3:1][O:2][CH2:3][CH2:4][N:5]([CH3:18])[S:6]([C:9]1[CH:14]=[CH:13][C:12]([NH2:15])=[CH:11][CH:10]=1)(=[O:8])=[O:7]. Reactant: [CH3:1][O:2][CH2:3][CH2:4][N:5]([CH3:18])[S:6]([C:9]1[CH:14]=[CH:13][C:12]([N+:15]([O-])=O)=[CH:11][CH:10]=1)(=[O:8])=[O:7]. (4) Product: [F:1][C:2]1[CH:13]=[CH:12][C:5]2[N:6]([CH3:16])[C:7](=[O:11])[O:8][C:9](=[O:10])[C:4]=2[CH:3]=1. The catalyst class is: 3. Reactant: [F:1][C:2]1[CH:13]=[CH:12][C:5]2[NH:6][C:7](=[O:11])[O:8][C:9](=[O:10])[C:4]=2[CH:3]=1.[H-].[Na+].[CH3:16]I.